The task is: Predict the reaction yield, written as a fraction of the theoretical maximum amount of product (1.0 means a 100% yield; for example, 0.34 means a 34% yield).. This data is from Reaction yield outcomes from USPTO patents with 853,638 reactions. The reactants are C(=O)([O-])[O-].[Cs+].[Cs+].[CH:7]([C:10]1[CH:15]=[CH:14][C:13]([OH:16])=[C:12]([O:17][C:18]2[CH:23]=[CH:22][CH:21]=[CH:20][CH:19]=2)[CH:11]=1)([CH3:9])[CH3:8].[CH2:24]([O:26][C:27](=[O:47])[CH2:28][S:29][C:30]1[CH:35]=[CH:34][C:33]([O:36][CH2:37][CH2:38][C@@H:39]([O:41]S(C)(=O)=O)[CH3:40])=[CH:32][C:31]=1[CH3:46])[CH3:25].C(OC(=O)C)C. The catalyst is CN(C=O)C.C(O)C. The product is [CH2:24]([O:26][C:27](=[O:47])[CH2:28][S:29][C:30]1[CH:35]=[CH:34][C:33]([O:36][CH2:37][CH2:38][C@@H:39]([O:16][C:13]2[CH:14]=[CH:15][C:10]([CH:7]([CH3:9])[CH3:8])=[CH:11][C:12]=2[O:17][C:18]2[CH:23]=[CH:22][CH:21]=[CH:20][CH:19]=2)[CH3:40])=[CH:32][C:31]=1[CH3:46])[CH3:25].[CH:7]([C:10]1[CH:15]=[CH:14][C:13]([O:41][C@@H:39]([CH3:40])[CH2:38][CH2:37][O:36][C:33]2[CH:34]=[CH:35][C:30]([S:29][CH2:28][C:27]([OH:26])=[O:47])=[C:31]([CH3:46])[CH:32]=2)=[C:12]([O:17][C:18]2[CH:23]=[CH:22][CH:21]=[CH:20][CH:19]=2)[CH:11]=1)([CH3:9])[CH3:8]. The yield is 0.700.